The task is: Predict the reaction yield, written as a fraction of the theoretical maximum amount of product (1.0 means a 100% yield; for example, 0.34 means a 34% yield).. This data is from Reaction yield outcomes from USPTO patents with 853,638 reactions. (1) The reactants are [F:1][C:2]1([F:60])[CH2:7][CH2:6][CH:5]([C:8]2[C:17]3[CH:16]([O:18]CC4C=CC(OC)=CC=4)[CH2:15][C:14]([CH3:29])([CH3:28])[CH2:13][C:12]=3[N:11]=[C:10]([CH:30]3[CH2:35][CH2:34][N:33]([C:36]4[N:41]=[CH:40][C:39](N5CCOCC5)=[CH:38][N:37]=4)[CH2:32][CH2:31]3)[C:9]=2[CH:48]([F:59])[C:49]2[CH:54]=[CH:53][C:52]([C:55]([F:58])([F:57])[F:56])=[CH:51][CH:50]=2)[CH2:4][CH2:3]1.Cl.C(=O)([O-])[OH:63].[Na+].[OH-].[Na+]. The catalyst is O1CCOCC1.CO. The product is [F:1][C:2]1([F:60])[CH2:3][CH2:4][CH:5]([C:8]2[C:17]3[CH:16]([OH:18])[CH2:15][C:14]([CH3:28])([CH3:29])[CH2:13][C:12]=3[N:11]=[C:10]([CH:30]3[CH2:35][CH2:34][N:33]([C:36]4[N:41]=[CH:40][C:39]([OH:63])=[CH:38][N:37]=4)[CH2:32][CH2:31]3)[C:9]=2[CH:48]([F:59])[C:49]2[CH:54]=[CH:53][C:52]([C:55]([F:58])([F:57])[F:56])=[CH:51][CH:50]=2)[CH2:6][CH2:7]1. The yield is 0.780. (2) The reactants are [NH2:1][C@:2]12[CH2:37][CH2:36][C@@H:35]([C:38]([CH3:40])=[CH2:39])[C@@H:3]1[C@@H:4]1[C@@:17]([CH3:20])([CH2:18][CH2:19]2)[C@@:16]2([CH3:21])[C@@H:7]([C@:8]3([CH3:34])[C@@H:13]([CH2:14][CH2:15]2)[C:12]([CH3:23])([CH3:22])[C:11]([C:24]2[CH:33]=[CH:32][C:27]([C:28]([O:30]C)=[O:29])=[CH:26][CH:25]=2)=[CH:10][CH2:9]3)[CH2:6][CH2:5]1.CN(C)CCC(N[C@]12CC[C@@H](C(C)=C)[C@@H]1[C@@H]1[C@@](C)(CC2)[C@@]2(C)[C@@H]([C@]3(C)[C@@H](CC2)C(C)(C)C(C2C=CC(C(O)=O)=CC=2)=CC3)CC1)=O.[N:87]1([CH2:96][C:97]([OH:99])=O)[C:95]2[C:90](=[CH:91][CH:92]=[CH:93][CH:94]=2)[CH:89]=[CH:88]1. No catalyst specified. The product is [N:87]1([CH2:96][C:97]([NH:1][C@:2]23[CH2:37][CH2:36][C@@H:35]([C:38]([CH3:40])=[CH2:39])[C@@H:3]2[C@@H:4]2[C@@:17]([CH3:20])([CH2:18][CH2:19]3)[C@@:16]3([CH3:21])[C@@H:7]([C@:8]4([CH3:34])[C@@H:13]([CH2:14][CH2:15]3)[C:12]([CH3:23])([CH3:22])[C:11]([C:24]3[CH:25]=[CH:26][C:27]([C:28]([OH:30])=[O:29])=[CH:32][CH:33]=3)=[CH:10][CH2:9]4)[CH2:6][CH2:5]2)=[O:99])[C:95]2[C:90](=[CH:91][CH:92]=[CH:93][CH:94]=2)[CH:89]=[CH:88]1. The yield is 0.310. (3) The reactants are [Cl:1][C:2]1[CH:6]([CH3:7])[CH2:5][N:4]([C:8]2[CH:9]=[N:10][CH:11]=[CH:12][CH:13]=2)[N:3]=1. The catalyst is C(#N)C.[O-2].[Mn+4].[O-2]. The product is [Cl:1][C:2]1[C:6]([CH3:7])=[CH:5][N:4]([C:8]2[CH:9]=[N:10][CH:11]=[CH:12][CH:13]=2)[N:3]=1. The yield is 0.950. (4) The reactants are [Br:1][C:2]1[CH:7]=[CH:6][C:5]([CH2:8]Br)=[C:4]([Cl:10])[CH:3]=1.N#N.[Si]([C:17]#[N:18])(C)(C)C.CCCC[N+](CCCC)(CCCC)CCCC.[F-]. The catalyst is CC#N. The product is [Br:1][C:2]1[CH:7]=[CH:6][C:5]([CH2:8][C:17]#[N:18])=[C:4]([Cl:10])[CH:3]=1. The yield is 0.800. (5) The reactants are C[Si](C)(C)[C:3]#[C:4][C:5]1[CH:12]=[CH:11][CH:10]=[CH:9][C:6]=1[CH:7]=[O:8].[F-].[K+].O. The catalyst is CN(C)C=O. The product is [C:4]([C:5]1[CH:12]=[CH:11][CH:10]=[CH:9][C:6]=1[CH:7]=[O:8])#[CH:3]. The yield is 0.730. (6) The reactants are [CH3:1][C:2]1[S:6][C:5]([C:7]2[CH:12]=[CH:11][C:10]([CH3:13])=[CH:9][CH:8]=2)=[N:4][C:3]=1[CH2:14][CH2:15][OH:16].C(N(CC)C(C)C)(C)C.[CH3:26][S:27](Cl)(=[O:29])=[O:28].C(OCC)(=O)C. The catalyst is ClCCl. The product is [CH3:26][S:27]([O:16][CH2:15][CH2:14][C:3]1[N:4]=[C:5]([C:7]2[CH:12]=[CH:11][C:10]([CH3:13])=[CH:9][CH:8]=2)[S:6][C:2]=1[CH3:1])(=[O:29])=[O:28]. The yield is 0.990. (7) The reactants are Cl.[Br:2][C:3]1[CH:4]=[CH:5][CH:6]=[C:7]2[C:12]=1[CH2:11][NH:10][CH2:9][CH2:8]2.[CH3:13][C:14]([O:17][C:18](O[C:18]([O:17][C:14]([CH3:16])([CH3:15])[CH3:13])=[O:19])=[O:19])([CH3:16])[CH3:15].CCN(CC)CC. The catalyst is C(Cl)Cl. The product is [Br:2][C:3]1[CH:4]=[CH:5][CH:6]=[C:7]2[C:12]=1[CH2:11][N:10]([C:18]([O:17][C:14]([CH3:16])([CH3:15])[CH3:13])=[O:19])[CH2:9][CH2:8]2. The yield is 0.940. (8) The reactants are Cl[C:2]1([C:8]([O:10][CH3:11])=[O:9])[C:6](=[O:7])[CH:5]=[CH:4][S:3]1.C(O)(=O)C.[N:16]1[C:20]2[CH:21]=[CH:22][CH:23]=[CH:24][C:19]=2[NH:18][CH:17]=1. The catalyst is C(Cl)(Cl)Cl.O. The product is [N:16]1([C:4]2[S:3][C:2]([C:8]([O:10][CH3:11])=[O:9])=[C:6]([OH:7])[CH:5]=2)[C:20]2[CH:21]=[CH:22][CH:23]=[CH:24][C:19]=2[N:18]=[CH:17]1. The yield is 0.410. (9) The reactants are Cl[C:2]1[CH:3]=[CH:4][C:5]2[CH2:6][N:7]([CH3:19])[CH2:8][C@@H:9]([C:13]3[CH:18]=[CH:17][CH:16]=[CH:15][CH:14]=3)[O:10][C:11]=2[N:12]=1.[NH2:20][C:21]1[N:26]=[C:25]([O:27][CH3:28])[C:24]([C:29]2[CH:30]=[CH:31][C:32](=[O:36])[N:33]([CH3:35])[CH:34]=2)=[CH:23][CH:22]=1.CC1(C)C2C=CC=C(P(C3C=CC=CC=3)C3C=CC=CC=3)C=2OC2C1=CC=CC=2P(C1C=CC=CC=1)C1C=CC=CC=1.CCC([O-])(C)C.[Na+]. The catalyst is O1CCOCC1.C([O-])(=O)C.[Pd+2].C([O-])(=O)C. The product is [CH3:28][O:27][C:25]1[C:24]([C:29]2[CH:30]=[CH:31][C:32](=[O:36])[N:33]([CH3:35])[CH:34]=2)=[CH:23][CH:22]=[C:21]([NH:20][C:2]2[CH:3]=[CH:4][C:5]3[CH2:6][N:7]([CH3:19])[CH2:8][C@@H:9]([C:13]4[CH:18]=[CH:17][CH:16]=[CH:15][CH:14]=4)[O:10][C:11]=3[N:12]=2)[N:26]=1. The yield is 0.350.